This data is from Reaction yield outcomes from USPTO patents with 853,638 reactions. The task is: Predict the reaction yield, written as a fraction of the theoretical maximum amount of product (1.0 means a 100% yield; for example, 0.34 means a 34% yield). (1) The reactants are [CH2:1]([N:5]1[C:10]([C:11]2[CH:16]=[CH:15][CH:14]=[CH:13][CH:12]=2)=[CH:9][C:8]([CH3:18])([CH3:17])[CH2:7][CH2:6]1)[CH:2]([CH3:4])[CH3:3].C(N(CC)CC)C.[C:26](Cl)(=[O:29])[CH2:27][CH3:28]. The yield is 0.0900. The catalyst is C(Cl)Cl. The product is [CH2:1]([N:5]1[CH2:6][CH2:7][C:8]([CH3:18])([CH3:17])[C:9]([C:26](=[O:29])[CH2:27][CH3:28])=[C:10]1[C:11]1[CH:16]=[CH:15][CH:14]=[CH:13][CH:12]=1)[CH:2]([CH3:4])[CH3:3]. (2) The reactants are CN(C(ON1N=NC2C=CC=NC1=2)=[N+](C)C)C.F[P-](F)(F)(F)(F)F.[NH2:25][C:26]([CH3:30])([CH3:29])[CH2:27][OH:28].[F:31][CH:32]([F:64])[O:33][C:34]1[CH:35]=[C:36]2[C:40](=[CH:41][CH:42]=1)[N:39]([CH3:43])[N:38]=[C:37]2[C:44]1[N:45]=[C:46]2[C:52]([C:53](O)=[O:54])=[CH:51][N:50]([CH2:56][O:57][CH2:58][CH2:59][Si:60]([CH3:63])([CH3:62])[CH3:61])[C:47]2=[N:48][CH:49]=1. The catalyst is CN(C=O)C. The product is [F:64][CH:32]([F:31])[O:33][C:34]1[CH:35]=[C:36]2[C:40](=[CH:41][CH:42]=1)[N:39]([CH3:43])[N:38]=[C:37]2[C:44]1[N:45]=[C:46]2[C:52]([C:53]([NH:25][C:26]([CH3:30])([CH3:29])[CH2:27][OH:28])=[O:54])=[CH:51][N:50]([CH2:56][O:57][CH2:58][CH2:59][Si:60]([CH3:62])([CH3:61])[CH3:63])[C:47]2=[N:48][CH:49]=1. The yield is 1.00. (3) The reactants are [F:1][C:2]1[CH:3]=[C:4]([C:13](=[O:15])[CH3:14])[CH:5]=[CH:6][C:7]=1[C:8]1[N:9]=[CH:10][S:11][CH:12]=1.[F:16][C:17]([F:24])([F:23])[C:18](OCC)=[O:19].C[O-].[Na+].Cl. The catalyst is C(OC)(C)(C)C. The product is [F:16][C:17]([F:24])([F:23])[C:18](=[O:19])[CH2:14][C:13]([C:4]1[CH:5]=[CH:6][C:7]([C:8]2[N:9]=[CH:10][S:11][CH:12]=2)=[C:2]([F:1])[CH:3]=1)=[O:15]. The yield is 0.990. (4) The reactants are [C:1]([Cl:5])(Cl)(Cl)[Cl:2].[F:6][C:7]1[CH:12]=[CH:11][C:10]([C:13](=O)[C:14]([O:16][CH2:17][CH3:18])=[O:15])=[CH:9][C:8]=1[O:20][CH3:21].C1(P(C2C=CC=CC=2)C2C=CC=CC=2)C=CC=CC=1.O. The catalyst is ClCCl. The product is [Cl:2][C:1]([Cl:5])=[C:13]([C:10]1[CH:11]=[CH:12][C:7]([F:6])=[C:8]([O:20][CH3:21])[CH:9]=1)[C:14]([O:16][CH2:17][CH3:18])=[O:15]. The yield is 0.820. (5) The reactants are Br[CH2:2][C:3]1[N:7]([CH3:8])[N:6]([C:9]2[CH:14]=[CH:13][C:12]([F:15])=[CH:11][CH:10]=2)[C:5](=[O:16])[C:4]=1[C:17]([O:19][CH2:20][CH3:21])=[O:18].[NH:22]1[CH:26]=[CH:25][CH:24]=[N:23]1.[OH-].[K+].CCOC(C)=O. The catalyst is C1COCC1.O. The product is [N:22]1([CH2:2][C:3]2[N:7]([CH3:8])[N:6]([C:9]3[CH:14]=[CH:13][C:12]([F:15])=[CH:11][CH:10]=3)[C:5](=[O:16])[C:4]=2[C:17]([O:19][CH2:20][CH3:21])=[O:18])[CH:26]=[CH:25][CH:24]=[N:23]1. The yield is 0.700. (6) The reactants are [CH3:1][N:2]1[CH2:6][C:5]([C:7]2[C:15]3[C:10](=[N:11][CH:12]=[C:13]([CH2:16][CH:17]4[CH2:22][CH2:21][C:20](=[O:23])[CH2:19][CH2:18]4)[CH:14]=3)[N:9](COCC[Si](C)(C)C)[CH:8]=2)=[CH:4][NH:3]1.Cl. The catalyst is CCO. The product is [CH3:1][N:2]1[CH2:6][C:5]([C:7]2[C:15]3[C:10](=[N:11][CH:12]=[C:13]([CH2:16][CH:17]4[CH2:22][CH2:21][C:20](=[O:23])[CH2:19][CH2:18]4)[CH:14]=3)[NH:9][CH:8]=2)=[CH:4][NH:3]1. The yield is 0.620.